From a dataset of Forward reaction prediction with 1.9M reactions from USPTO patents (1976-2016). Predict the product of the given reaction. Given the reactants [CH:1]([C:4]1[CH:5]=[CH:6][C:7]([CH:10]=O)=[N:8][CH:9]=1)([CH3:3])[CH3:2].[NH2:12][C:13]1[N:14]=[N:15][C:16]([CH3:19])=[CH:17][CH:18]=1.C([O:22][C:23](=O)[C:24]([OH:37])=[CH:25][C:26]([C:28]1[CH:33]=[CH:32][C:31]([CH:34]([CH3:36])[CH3:35])=[CH:30][CH:29]=1)=[O:27])C, predict the reaction product. The product is: [OH:37][C:24]1[C:23](=[O:22])[N:12]([C:13]2[N:14]=[N:15][C:16]([CH3:19])=[CH:17][CH:18]=2)[CH:10]([C:7]2[CH:6]=[CH:5][C:4]([CH:1]([CH3:2])[CH3:3])=[CH:9][N:8]=2)[C:25]=1[C:26](=[O:27])[C:28]1[CH:33]=[CH:32][C:31]([CH:34]([CH3:36])[CH3:35])=[CH:30][CH:29]=1.